This data is from Reaction yield outcomes from USPTO patents with 853,638 reactions. The task is: Predict the reaction yield, written as a fraction of the theoretical maximum amount of product (1.0 means a 100% yield; for example, 0.34 means a 34% yield). (1) The reactants are [Br:1][C:2]1[C:3](Cl)=[N:4][C:5]([Cl:8])=[N:6][CH:7]=1.[CH:10]1([NH2:15])[CH2:14][CH2:13][CH2:12][CH2:11]1.CCN(C(C)C)C(C)C. The catalyst is CCO. The product is [Br:1][C:2]1[C:3]([NH:15][CH:10]2[CH2:14][CH2:13][CH2:12][CH2:11]2)=[N:4][C:5]([Cl:8])=[N:6][CH:7]=1. The yield is 0.890. (2) The reactants are C([O:3][C:4]([C:6]1[C:15](=[O:16])[C:14]2[C:9](=[CH:10][CH:11]=[CH:12][C:13]=2[O:17][CH3:18])[NH:8][CH:7]=1)=[O:5])C. The catalyst is [OH-].[Na+]. The product is [CH3:18][O:17][C:13]1[CH:12]=[CH:11][CH:10]=[C:9]2[C:14]=1[C:15](=[O:16])[C:6]([C:4]([OH:5])=[O:3])=[CH:7][NH:8]2. The yield is 0.520. (3) The reactants are [F:1][C:2]1[CH:7]=[CH:6][C:5]([F:8])=[CH:4][C:3]=1[S:9]([NH:12][C:13]1[CH:14]=[C:15]([CH:20]=[CH:21][C:22]=1[F:23])[C:16]([O:18]C)=O)(=[O:11])=[O:10].[Li+].C[Si]([N-][Si](C)(C)C)(C)C.[Cl:34][C:35]1[N:40]=[C:39]([CH3:41])[CH:38]=[CH:37][N:36]=1. The catalyst is C1COCC1. The product is [Cl:34][C:35]1[N:40]=[C:39]([CH2:41][C:16]([C:15]2[CH:20]=[CH:21][C:22]([F:23])=[C:13]([NH:12][S:9]([C:3]3[CH:4]=[C:5]([F:8])[CH:6]=[CH:7][C:2]=3[F:1])(=[O:10])=[O:11])[CH:14]=2)=[O:18])[CH:38]=[CH:37][N:36]=1. The yield is 0.608. (4) The reactants are [Cl:1][C:2]1[S:6][C:5]([S:7]([N:10]2[C:14]([C:15]3[C:16]([F:21])=[N:17][CH:18]=[CH:19][CH:20]=3)=[C:13]([F:22])[C:12]([CH2:23][N:24](C)[C:25](=O)OC(C)(C)C)=[CH:11]2)(=[O:9])=[O:8])=[CH:4][CH:3]=1.C(OCC)(=O)C.Cl. The catalyst is C(OCC)(=O)C.CC(O)C. The yield is 0.650. The product is [ClH:1].[Cl:1][C:2]1[S:6][C:5]([S:7]([N:10]2[C:14]([C:15]3[C:16]([F:21])=[N:17][CH:18]=[CH:19][CH:20]=3)=[C:13]([F:22])[C:12]([CH2:23][NH:24][CH3:25])=[CH:11]2)(=[O:9])=[O:8])=[CH:4][CH:3]=1. (5) The reactants are [CH3:1][O:2][C:3](=[O:20])[C:4](=[N:12][NH:13][C:14]1[CH:19]=[CH:18][CH:17]=[CH:16][CH:15]=1)[C:5](=[O:11])[CH2:6][C:7](OC)=[O:8]. The catalyst is ClC1C=CC=CC=1Cl. The product is [CH3:1][O:2][C:3]([C:4]1[C:5]([OH:11])=[CH:6][C:7](=[O:8])[N:13]([C:14]2[CH:19]=[CH:18][CH:17]=[CH:16][CH:15]=2)[N:12]=1)=[O:20]. The yield is 0.990. (6) The reactants are C[O:2][C:3]1[CH:4]=[C:5]2[C:10](=[CH:11][CH:12]=1)[CH2:9][CH:8]([N:13]1[C:21](=[O:22])[C:20]3[C:15](=[CH:16][CH:17]=[CH:18][CH:19]=3)[C:14]1=[O:23])[CH2:7][CH2:6]2.B(Br)(Br)Br.C(Cl)Cl. The catalyst is C(Cl)Cl. The product is [OH:2][C:3]1[CH:4]=[C:5]2[C:10](=[CH:11][CH:12]=1)[CH2:9][CH:8]([N:13]1[C:21](=[O:22])[C:20]3[C:15](=[CH:16][CH:17]=[CH:18][CH:19]=3)[C:14]1=[O:23])[CH2:7][CH2:6]2. The yield is 0.920. (7) The reactants are [CH2:1]([O:8][C:9]1[CH:18]=[C:17]2[C:12]([C:13](Cl)=[CH:14][CH:15]=[N:16]2)=[CH:11][C:10]=1[O:20][CH3:21])[C:2]1[CH:7]=[CH:6][CH:5]=[CH:4][CH:3]=1.[OH:22][C:23]1[CH:28]=[CH:27][C:26]([CH2:29][C:30]([C:32]2[CH:37]=[CH:36][CH:35]=[CH:34][CH:33]=2)=[O:31])=[CH:25][CH:24]=1. The catalyst is CN(C=O)C. The product is [CH2:1]([O:8][C:9]1[CH:18]=[C:17]2[C:12]([C:13]([O:22][C:23]3[CH:24]=[CH:25][C:26]([CH2:29][C:30]([C:32]4[CH:33]=[CH:34][CH:35]=[CH:36][CH:37]=4)=[O:31])=[CH:27][CH:28]=3)=[CH:14][CH:15]=[N:16]2)=[CH:11][C:10]=1[O:20][CH3:21])[C:2]1[CH:7]=[CH:6][CH:5]=[CH:4][CH:3]=1. The yield is 0.210. (8) The reactants are [F:1][C:2]1[CH:7]=[CH:6][CH:5]=[CH:4][C:3]=1[N:8]1[C:16]2[C:11](=[C:12]([N:17]3[CH2:21][CH2:20][N:19]([CH2:22][C:23](O)=[O:24])[C:18]3=[O:26])[CH:13]=[CH:14][CH:15]=2)[CH:10]=[N:9]1.C([N:29]([CH:33]([CH3:35])[CH3:34])[CH:30]([CH3:32])C)C.CN(C([O:43]N1N=NC2C=CC=NC1=2)=[N+](C)C)C.F[P-](F)(F)(F)(F)F. The catalyst is O1CCCC1. The product is [F:1][C:2]1[CH:7]=[CH:6][CH:5]=[CH:4][C:3]=1[N:8]1[C:16]2[C:11](=[C:12]([N:17]3[CH2:21][CH2:20][N:19]([CH2:22][C:23]([N:29]4[CH2:30][C@H:32]5[CH2:34][C@@H:33]4[CH2:35][O:43]5)=[O:24])[C:18]3=[O:26])[CH:13]=[CH:14][CH:15]=2)[CH:10]=[N:9]1. The yield is 0.520. (9) The reactants are [OH:1][C:2]1[CH:3]=[C:4]([CH:10]=[CH:11][C:12]=1O)[C:5]([O:7][CH2:8][CH3:9])=[O:6].Br[CH2:15][CH3:16].[C:17]([O-])([O-])=O.[K+].[K+].CN([CH:26]=[O:27])C. No catalyst specified. The product is [CH2:15]([O:1][C:2]1[CH:3]=[C:4]([CH:10]=[CH:11][C:12]=1[O:27][CH2:26][CH3:17])[C:5]([O:7][CH2:8][CH3:9])=[O:6])[CH3:16]. The yield is 0.900.